This data is from Forward reaction prediction with 1.9M reactions from USPTO patents (1976-2016). The task is: Predict the product of the given reaction. (1) Given the reactants CCN(C(C)C)C(C)C.Cl.[Cl:11][C:12]1[CH:13]=[CH:14][C:15]([S:20]([CH2:23][CH3:24])(=[O:22])=[O:21])=[C:16]([CH:19]=1)[CH2:17][NH2:18].[Br:25][C:26]1[CH:34]=[CH:33][C:29]([C:30](O)=[O:31])=[CH:28][C:27]=1[C:35]([F:38])([F:37])[F:36].C1C=CC2N(O)N=NC=2C=1, predict the reaction product. The product is: [Br:25][C:26]1[CH:34]=[CH:33][C:29]([C:30]([NH:18][CH2:17][C:16]2[CH:19]=[C:12]([Cl:11])[CH:13]=[CH:14][C:15]=2[S:20]([CH2:23][CH3:24])(=[O:22])=[O:21])=[O:31])=[CH:28][C:27]=1[C:35]([F:36])([F:37])[F:38]. (2) Given the reactants C(P(C(C)(C)C)C1C=CC=CC=1C1C=CC=CC=1)(C)(C)C.CC(C)([O-])C.[Na+].Br[C:29]1[CH:30]=[C:31]([CH:34]=[CH:35][CH:36]=1)[C:32]#[N:33].[OH:37][CH:38]1[CH2:43][CH2:42][NH:41][CH2:40][CH2:39]1, predict the reaction product. The product is: [OH:37][CH:38]1[CH2:43][CH2:42][N:41]([C:29]2[CH:30]=[C:31]([CH:34]=[CH:35][CH:36]=2)[C:32]#[N:33])[CH2:40][CH2:39]1.